Dataset: HIV replication inhibition screening data with 41,000+ compounds from the AIDS Antiviral Screen. Task: Binary Classification. Given a drug SMILES string, predict its activity (active/inactive) in a high-throughput screening assay against a specified biological target. (1) The compound is C=CCN1C(=O)C(c2ccccc2)(c2ccccc2)NC1=S. The result is 0 (inactive). (2) The drug is Cc1cccc(C)c1N1C(=O)C(=O)C(c2nc3ccccc3s2)C(=NNC(=O)c2ccccc2O)C1=O. The result is 0 (inactive). (3) The compound is Cc1ccnc2c1c(=O)c1ccccc1n2C. The result is 0 (inactive). (4) The drug is N#Cc1cnn2c1n[n+]([O-])c1ccc(Cl)cc12. The result is 0 (inactive). (5) The drug is Cc1cc(S(=O)(=O)N2CCNC2=O)c(S)cc1Cl. The result is 1 (active).